The task is: Predict the product of the given reaction.. This data is from Forward reaction prediction with 1.9M reactions from USPTO patents (1976-2016). Given the reactants [F:1][C:2]1[CH:7]=[C:6]([I:8])[CH:5]=[CH:4][C:3]=1[NH:9][C:10]1[CH:18]=[N:17][CH:16]=[CH:15][C:11]=1[C:12]([OH:14])=O.[Cl:19][CH2:20][CH2:21][CH2:22][NH2:23], predict the reaction product. The product is: [Cl:19][CH2:20][CH2:21][CH2:22][NH:23][C:12](=[O:14])[C:11]1[CH:15]=[CH:16][N:17]=[CH:18][C:10]=1[NH:9][C:3]1[CH:4]=[CH:5][C:6]([I:8])=[CH:7][C:2]=1[F:1].